Dataset: Forward reaction prediction with 1.9M reactions from USPTO patents (1976-2016). Task: Predict the product of the given reaction. (1) Given the reactants [NH2:1][C:2]1[CH:3]=[C:4]([C:12]2[O:13][C:14]3[CH:24]=[C:23]4[C:18]([CH:19]=[CH:20][CH:21]=[CH:22]4)=[CH:17][C:15]=3[N:16]=2)[C:5]([NH:8][CH2:9][CH2:10][CH3:11])=[CH:6][CH:7]=1.[CH:25]1[C:30]([C:31]([OH:33])=[O:32])=[CH:29][C:28]2[C:34]([O:36][C:37](=O)[C:27]=2[CH:26]=1)=[O:35], predict the reaction product. The product is: [O:13]1[C:14]2[CH:24]=[C:23]3[C:18](=[CH:17][C:15]=2[N:16]=[C:12]1[C:4]1[CH:3]=[C:2]([N:1]2[C:34](=[O:35])[C:28]4[C:27](=[CH:26][CH:25]=[C:30]([C:31]([OH:33])=[O:32])[CH:29]=4)[C:37]2=[O:36])[CH:7]=[CH:6][C:5]=1[NH:8][CH2:9][CH2:10][CH3:11])[CH:19]=[CH:20][CH:21]=[CH:22]3. (2) Given the reactants [C:1]([C:4]1[CH:9]=[C:8]([Br:10])[CH:7]=[CH:6][C:5]=1[OH:11])(=[O:3])[CH3:2].[O:12]1[CH2:16][CH2:15][CH2:14][CH:13]1[CH2:17][CH:18]=O, predict the reaction product. The product is: [Br:10][C:8]1[CH:9]=[C:4]2[C:5](=[CH:6][CH:7]=1)[O:11][CH:18]([CH2:17][CH:13]1[CH2:14][CH2:15][CH2:16][O:12]1)[CH2:2][C:1]2=[O:3]. (3) Given the reactants [NH2:1][C:2]1[CH:10]=[C:9]([O:11][CH3:12])[CH:8]=[CH:7][C:3]=1[C:4]([OH:6])=O.[CH3:13][NH2:14].[N:15]1([CH2:20][CH2:21][CH2:22][O:23][C:24]2[CH:31]=[CH:30][C:27]([CH:28]=O)=[CH:26][CH:25]=2)[CH2:19][CH2:18][CH2:17][CH2:16]1, predict the reaction product. The product is: [CH3:12][O:11][C:9]1[CH:10]=[C:2]2[C:3]([C:4](=[O:6])[N:14]([CH3:13])[C:28]([C:27]3[CH:30]=[CH:31][C:24]([O:23][CH2:22][CH2:21][CH2:20][N:15]4[CH2:19][CH2:18][CH2:17][CH2:16]4)=[CH:25][CH:26]=3)=[N:1]2)=[CH:7][CH:8]=1. (4) Given the reactants [CH2:1]([C:3]1[C:4]([NH:11][C@@H:12]2[C:20]3[C:15](=[CH:16][CH:17]=[CH:18][CH:19]=3)[CH2:14][C@@H:13]2[OH:21])=[N:5][C:6]([CH2:9][CH3:10])=[CH:7][N:8]=1)[CH3:2].[Br:22]N1C(=O)CCC1=O, predict the reaction product. The product is: [Br:22][C:7]1[N:8]=[C:3]([CH2:1][CH3:2])[C:4]([NH:11][C@@H:12]2[C:20]3[C:15](=[CH:16][CH:17]=[CH:18][CH:19]=3)[CH2:14][C@@H:13]2[OH:21])=[N:5][C:6]=1[CH2:9][CH3:10].